This data is from Full USPTO retrosynthesis dataset with 1.9M reactions from patents (1976-2016). The task is: Predict the reactants needed to synthesize the given product. (1) The reactants are: [C:1]1([O:7][C:8]2[CH:13]=[CH:12][CH:11]=[CH:10][C:9]=2[CH2:14][CH2:15][C:16]([O:18]C2C=CC=CC=2)=[O:17])[CH:6]=[CH:5][CH:4]=[CH:3][CH:2]=1.[OH-].[Na+].Cl. Given the product [C:1]1([O:7][C:8]2[CH:13]=[CH:12][CH:11]=[CH:10][C:9]=2[CH2:14][CH2:15][C:16]([OH:18])=[O:17])[CH:6]=[CH:5][CH:4]=[CH:3][CH:2]=1, predict the reactants needed to synthesize it. (2) Given the product [F:15][C:16]([F:27])([F:26])[C:17]([N:1]=[C:2]1[CH:7]=[CH:6][CH:5]=[CH:4][NH:3]1)=[O:18], predict the reactants needed to synthesize it. The reactants are: [NH2:1][C:2]1[CH:7]=[CH:6][CH:5]=[CH:4][N:3]=1.C(N(CC)CC)C.[F:15][C:16]([F:27])([F:26])[C:17](O[C:17](=[O:18])[C:16]([F:27])([F:26])[F:15])=[O:18].O. (3) Given the product [NH2:9][C@:4]1([CH2:22][NH:21][C:14](=[O:16])[C:13]2[CH:17]=[CH:18][CH:19]=[CH:20][C:12]=2[Cl:11])[CH2:3][CH2:2][NH:7][CH2:5]1, predict the reactants needed to synthesize it. The reactants are: C1[CH:2]=[CH:3][C:4]2[N:9](O)N=[N:7][C:5]=2C=1.[Cl:11][C:12]1[CH:20]=[CH:19][CH:18]=[CH:17][C:13]=1[C:14]([OH:16])=O.[NH:21]=[C:22]=N.C(=O)([O-])[O-]. (4) Given the product [OH:1][C@@H:2]([CH2:24][C@@H:25]([CH3:30])[CH2:26][CH2:27][CH2:28][CH3:29])/[CH:3]=[CH:4]/[C@H:5]1[CH2:9][CH2:8][C:7](=[O:10])[C@@H:6]1[CH2:11][CH2:12][S:13][C:14]1[S:15][CH:16]=[C:17]([C:19]([OH:21])=[O:20])[N:18]=1, predict the reactants needed to synthesize it. The reactants are: [OH:1][C@@H:2]([CH2:24][C@@H:25]([CH3:30])[CH2:26][CH2:27][CH2:28][CH3:29])/[CH:3]=[CH:4]/[C@H:5]1[CH2:9][CH2:8][C:7](=[O:10])[C@@H:6]1[CH2:11][CH2:12][S:13][C:14]1[S:15][CH:16]=[C:17]([C:19]([O:21]CC)=[O:20])[N:18]=1.P([O-])([O-])([O-])=O. (5) Given the product [CH:10]1[C:19]2[C:14](=[CH:15][CH:16]=[CH:17][CH:18]=2)[CH:13]=[CH:12][C:11]=1[C:20]([O:9][CH2:8][CH2:7][N:4]1[CH2:5][CH2:6][O:1][CH2:2][CH2:3]1)=[O:21], predict the reactants needed to synthesize it. The reactants are: [O:1]1[CH2:6][CH2:5][N:4]([CH2:7][CH2:8][OH:9])[CH2:3][CH2:2]1.[CH:10]1[C:19]2[C:14](=[CH:15][CH:16]=[CH:17][CH:18]=2)[CH:13]=[CH:12][C:11]=1[C:20](Cl)=[O:21]. (6) Given the product [Cl:1][C:2]1[CH:11]=[CH:10][CH:9]=[C:8]2[C:3]=1[C:4]([C:12]([NH2:17])=[O:14])=[CH:5][N:6]=[CH:7]2, predict the reactants needed to synthesize it. The reactants are: [Cl:1][C:2]1[CH:11]=[CH:10][CH:9]=[C:8]2[C:3]=1[C:4]([C:12]([OH:14])=O)=[CH:5][N:6]=[CH:7]2.CC[N:17](C(C)C)C(C)C.CCN=C=NCCCN(C)C.Cl.C1C=CC2N(O)N=NC=2C=1. (7) Given the product [CH3:1][C:2]1[C:6]2[C:7](=[O:19])[N:8]([CH2:12][CH2:13][N:14]3[CH2:15][CH2:16][CH2:17][CH2:18]3)[CH2:9][CH2:10][CH2:11][C:5]=2[NH:4][C:3]=1[CH:20]=[C:31]1[C:30]2[C:34](=[CH:35][CH:36]=[C:28]([C:22]3[CH:27]=[CH:26][CH:25]=[CH:24][CH:23]=3)[CH:29]=2)[NH:33][C:32]1=[O:37], predict the reactants needed to synthesize it. The reactants are: [CH3:1][C:2]1[C:6]2[C:7](=[O:19])[N:8]([CH2:12][CH2:13][N:14]3[CH2:18][CH2:17][CH2:16][CH2:15]3)[CH2:9][CH2:10][CH2:11][C:5]=2[NH:4][C:3]=1[CH:20]=O.[C:22]1([C:28]2[CH:29]=[C:30]3[C:34](=[CH:35][CH:36]=2)[NH:33][C:32](=[O:37])[CH2:31]3)[CH:27]=[CH:26][CH:25]=[CH:24][CH:23]=1. (8) Given the product [CH3:13][O:12][C:3]1[CH:4]=[C:5]([CH:8]=[C:9]([O:10][CH3:11])[C:2]=1[O:1][CH2:20][C:21]([CH3:24])([CH3:23])[CH3:22])[CH:6]=[O:7], predict the reactants needed to synthesize it. The reactants are: [OH:1][C:2]1[C:9]([O:10][CH3:11])=[CH:8][C:5]([CH:6]=[O:7])=[CH:4][C:3]=1[O:12][CH3:13].C([O-])([O-])=O.[Cs+].[Cs+].[CH2:20](Br)[C:21]([CH3:24])([CH3:23])[CH3:22].O. (9) Given the product [CH3:30][N:2]([CH3:1])[C:3]1[CH:8]=[CH:7][C:6]([C:9]2[NH:14][C:13](=[O:15])[C:12]([C:16]([O:18][CH2:19][C:20]3[CH:25]=[CH:24][CH:23]=[CH:22][CH:21]=3)=[O:17])=[C:11]([OH:26])[C:10]=2[CH:27]=[O:39])=[CH:5][CH:4]=1, predict the reactants needed to synthesize it. The reactants are: [CH3:1][N:2]([CH3:30])[C:3]1[CH:8]=[CH:7][C:6]([C:9]2[NH:14][C:13](=[O:15])[C:12]([C:16]([O:18][CH2:19][C:20]3[CH:25]=[CH:24][CH:23]=[CH:22][CH:21]=3)=[O:17])=[C:11]([OH:26])[C:10]=2/[CH:27]=C/C)=[CH:5][CH:4]=1.N1C(C)=CC=CC=1C.[O:39]1CCOCC1.O.